From a dataset of NCI-60 drug combinations with 297,098 pairs across 59 cell lines. Regression. Given two drug SMILES strings and cell line genomic features, predict the synergy score measuring deviation from expected non-interaction effect. (1) Drug 1: CC1=C(C=C(C=C1)NC(=O)C2=CC=C(C=C2)CN3CCN(CC3)C)NC4=NC=CC(=N4)C5=CN=CC=C5. Drug 2: CC1CCCC2(C(O2)CC(NC(=O)CC(C(C(=O)C(C1O)C)(C)C)O)C(=CC3=CSC(=N3)C)C)C. Cell line: MDA-MB-435. Synergy scores: CSS=71.9, Synergy_ZIP=6.06, Synergy_Bliss=5.67, Synergy_Loewe=-27.6, Synergy_HSA=5.23. (2) Drug 1: C1CC(=O)NC(=O)C1N2CC3=C(C2=O)C=CC=C3N. Drug 2: C(CC(=O)O)C(=O)CN.Cl. Cell line: SN12C. Synergy scores: CSS=4.75, Synergy_ZIP=-6.06, Synergy_Bliss=-5.95, Synergy_Loewe=-4.89, Synergy_HSA=-4.89. (3) Drug 1: CC1CCC2CC(C(=CC=CC=CC(CC(C(=O)C(C(C(=CC(C(=O)CC(OC(=O)C3CCCCN3C(=O)C(=O)C1(O2)O)C(C)CC4CCC(C(C4)OC)OCCO)C)C)O)OC)C)C)C)OC. Drug 2: CC1CCCC2(C(O2)CC(NC(=O)CC(C(C(=O)C(C1O)C)(C)C)O)C(=CC3=CSC(=N3)C)C)C. Cell line: SNB-75. Synergy scores: CSS=48.7, Synergy_ZIP=2.18, Synergy_Bliss=1.93, Synergy_Loewe=1.02, Synergy_HSA=5.25. (4) Drug 1: C(=O)(N)NO. Drug 2: CN1C2=C(C=C(C=C2)N(CCCl)CCCl)N=C1CCCC(=O)O.Cl. Cell line: SK-MEL-28. Synergy scores: CSS=2.40, Synergy_ZIP=0.532, Synergy_Bliss=3.15, Synergy_Loewe=0.779, Synergy_HSA=1.22. (5) Drug 1: CC1=C(C=C(C=C1)NC(=O)C2=CC=C(C=C2)CN3CCN(CC3)C)NC4=NC=CC(=N4)C5=CN=CC=C5. Drug 2: CN(CCCl)CCCl.Cl. Cell line: MOLT-4. Synergy scores: CSS=57.8, Synergy_ZIP=-4.33, Synergy_Bliss=-1.49, Synergy_Loewe=-5.06, Synergy_HSA=0.243. (6) Drug 1: C1C(C(OC1N2C=C(C(=O)NC2=O)F)CO)O. Drug 2: CCC1(C2=C(COC1=O)C(=O)N3CC4=CC5=C(C=CC(=C5CN(C)C)O)N=C4C3=C2)O.Cl. Cell line: SF-268. Synergy scores: CSS=34.0, Synergy_ZIP=-3.30, Synergy_Bliss=-3.24, Synergy_Loewe=-1.80, Synergy_HSA=1.71.